Regression/Classification. Given a drug SMILES string, predict its absorption, distribution, metabolism, or excretion properties. Task type varies by dataset: regression for continuous measurements (e.g., permeability, clearance, half-life) or binary classification for categorical outcomes (e.g., BBB penetration, CYP inhibition). Dataset: cyp2d6_veith. From a dataset of CYP2D6 inhibition data for predicting drug metabolism from PubChem BioAssay. (1) The molecule is COc1ccc(-c2nnc(-c3ccc(OCC(C)C)cc3)o2)cc1. The result is 0 (non-inhibitor). (2) The molecule is O=C(O)CSc1sc(=S)sc1SCC(=O)O. The result is 0 (non-inhibitor).